Dataset: NCI-60 drug combinations with 297,098 pairs across 59 cell lines. Task: Regression. Given two drug SMILES strings and cell line genomic features, predict the synergy score measuring deviation from expected non-interaction effect. (1) Drug 1: CC(C1=C(C=CC(=C1Cl)F)Cl)OC2=C(N=CC(=C2)C3=CN(N=C3)C4CCNCC4)N. Drug 2: CCCCCOC(=O)NC1=NC(=O)N(C=C1F)C2C(C(C(O2)C)O)O. Cell line: SF-295. Synergy scores: CSS=14.7, Synergy_ZIP=-2.08, Synergy_Bliss=0.837, Synergy_Loewe=-33.1, Synergy_HSA=1.57. (2) Drug 1: CCCCC(=O)OCC(=O)C1(CC(C2=C(C1)C(=C3C(=C2O)C(=O)C4=C(C3=O)C=CC=C4OC)O)OC5CC(C(C(O5)C)O)NC(=O)C(F)(F)F)O. Drug 2: CC(C)(C#N)C1=CC(=CC(=C1)CN2C=NC=N2)C(C)(C)C#N. Cell line: MALME-3M. Synergy scores: CSS=60.3, Synergy_ZIP=-2.04, Synergy_Bliss=-5.95, Synergy_Loewe=-5.36, Synergy_HSA=-5.77. (3) Drug 1: C1=CC(=CC=C1CCC2=CNC3=C2C(=O)NC(=N3)N)C(=O)NC(CCC(=O)O)C(=O)O. Drug 2: CC1=C(C(=CC=C1)Cl)NC(=O)C2=CN=C(S2)NC3=CC(=NC(=N3)C)N4CCN(CC4)CCO. Cell line: NCIH23. Synergy scores: CSS=16.7, Synergy_ZIP=-1.48, Synergy_Bliss=-1.18, Synergy_Loewe=-5.78, Synergy_HSA=2.09. (4) Drug 1: CC1C(C(=O)NC(C(=O)N2CCCC2C(=O)N(CC(=O)N(C(C(=O)O1)C(C)C)C)C)C(C)C)NC(=O)C3=C4C(=C(C=C3)C)OC5=C(C(=O)C(=C(C5=N4)C(=O)NC6C(OC(=O)C(N(C(=O)CN(C(=O)C7CCCN7C(=O)C(NC6=O)C(C)C)C)C)C(C)C)C)N)C. Drug 2: C1C(C(OC1N2C=NC(=NC2=O)N)CO)O. Cell line: SF-268. Synergy scores: CSS=21.0, Synergy_ZIP=-3.44, Synergy_Bliss=1.48, Synergy_Loewe=-12.7, Synergy_HSA=0.892. (5) Drug 1: C1CN1P(=S)(N2CC2)N3CC3. Drug 2: CC1=C(C=C(C=C1)NC(=O)C2=CC=C(C=C2)CN3CCN(CC3)C)NC4=NC=CC(=N4)C5=CN=CC=C5. Cell line: NCI/ADR-RES. Synergy scores: CSS=7.24, Synergy_ZIP=-3.23, Synergy_Bliss=-1.02, Synergy_Loewe=-8.20, Synergy_HSA=-0.599. (6) Drug 1: CC1=C(C(CCC1)(C)C)C=CC(=CC=CC(=CC(=O)O)C)C. Drug 2: CCCCC(=O)OCC(=O)C1(CC(C2=C(C1)C(=C3C(=C2O)C(=O)C4=C(C3=O)C=CC=C4OC)O)OC5CC(C(C(O5)C)O)NC(=O)C(F)(F)F)O. Cell line: SK-MEL-5. Synergy scores: CSS=59.5, Synergy_ZIP=3.97, Synergy_Bliss=4.05, Synergy_Loewe=-0.496, Synergy_HSA=4.73. (7) Drug 1: C1=CC(=C2C(=C1NCCNCCO)C(=O)C3=C(C=CC(=C3C2=O)O)O)NCCNCCO. Drug 2: C1=CC=C(C=C1)NC(=O)CCCCCCC(=O)NO. Cell line: HS 578T. Synergy scores: CSS=25.5, Synergy_ZIP=-4.11, Synergy_Bliss=-7.10, Synergy_Loewe=-13.4, Synergy_HSA=-4.21.